From a dataset of Rat liver microsome stability data. Regression/Classification. Given a drug SMILES string, predict its absorption, distribution, metabolism, or excretion properties. Task type varies by dataset: regression for continuous measurements (e.g., permeability, clearance, half-life) or binary classification for categorical outcomes (e.g., BBB penetration, CYP inhibition). Dataset: rlm. (1) The compound is Cc1nc(-c2cc3cc(NC4CCCC4)cc(C#N)c3[nH]2)sc1C(=O)O. The result is 0 (unstable in rat liver microsomes). (2) The compound is COc1cc2c(Nc3ccc(Br)cc3F)ncnc2cc1OCC1CCN(C)CC1. The result is 0 (unstable in rat liver microsomes).